From a dataset of Reaction yield outcomes from USPTO patents with 853,638 reactions. Predict the reaction yield, written as a fraction of the theoretical maximum amount of product (1.0 means a 100% yield; for example, 0.34 means a 34% yield). (1) The product is [NH2:8][C@H:9]([C:11]([NH:13][CH:14]1[N:20]=[C:19]([C:21]2[CH:26]=[CH:25][CH:24]=[CH:23][CH:22]=2)[C:18]2[CH:27]=[CH:28][CH:29]=[CH:30][C:17]=2[N:16]([CH2:31][C:32](=[O:39])[C:33]2[CH:38]=[CH:37][CH:36]=[CH:35][CH:34]=2)[C:15]1=[O:40])=[O:12])[CH3:10]. The reactants are C(OC([NH:8][C@H:9]([C:11]([NH:13][CH:14]1[N:20]=[C:19]([C:21]2[CH:26]=[CH:25][CH:24]=[CH:23][CH:22]=2)[C:18]2[CH:27]=[CH:28][CH:29]=[CH:30][C:17]=2[N:16]([CH2:31][C:32](=[O:39])[C:33]2[CH:38]=[CH:37][CH:36]=[CH:35][CH:34]=2)[C:15]1=[O:40])=[O:12])[CH3:10])=O)(C)(C)C.C(O)(C(F)(F)F)=O.C(Cl)Cl. The yield is 0.940. No catalyst specified. (2) The reactants are C[O:2][C:3]1[CH:4]=[C:5]2[C:10](=[CH:11][CH:12]=1)[CH:9]([CH2:13][C:14]([O:16][CH2:17][CH3:18])=[O:15])[CH2:8][CH2:7][CH2:6]2.B(Br)(Br)Br. The catalyst is ClCCl. The product is [OH:2][C:3]1[CH:4]=[C:5]2[C:10](=[CH:11][CH:12]=1)[CH:9]([CH2:13][C:14]([O:16][CH2:17][CH3:18])=[O:15])[CH2:8][CH2:7][CH2:6]2. The yield is 0.900. (3) The reactants are Cl.[NH2:2][CH2:3][C:4]([CH3:7])([SH:6])[CH3:5].C(N(CC)CC)C.[C:15]1(=[O:21])[O:20][C:18](=[O:19])[CH2:17][CH2:16]1. The catalyst is C(Cl)Cl. The product is [CH3:5][C:4]([SH:6])([CH3:7])[CH2:3][NH:2][C:15]([CH2:16][CH2:17][C:18]([OH:20])=[O:19])=[O:21]. The yield is 0.944. (4) The reactants are [N:1]1([C:7]2[CH:14]=[CH:13][C:10]([C:11]#[N:12])=[CH:9][CH:8]=2)[CH2:6][CH2:5][O:4][CH2:3][CH2:2]1.[H-].[H-].[H-].[H-].[Li+].[Al+3].[OH-].[Na+].O. The catalyst is C1COCC1. The product is [N:1]1([C:7]2[CH:8]=[CH:9][C:10]([CH2:11][NH2:12])=[CH:13][CH:14]=2)[CH2:6][CH2:5][O:4][CH2:3][CH2:2]1. The yield is 0.230. (5) The reactants are [CH3:1][N:2]1[CH:6]=[C:5]([C:7]2[CH:12]=[CH:11][C:10]([C:13]3[C:22]4[C:17](=[CH:18][CH:19]=[C:20]([C:23]#[N:24])[CH:21]=4)[CH:16]=[N:15][CH:14]=3)=[CH:9][CH:8]=2)[CH:4]=[N:3]1.[N-:25]=[N+:26]=[N-:27].[Na+].[OH-].[K+].[CH3:31]I.Cl. The catalyst is CN(C=O)C.O. The product is [CH3:1][N:2]1[CH:6]=[C:5]([C:7]2[CH:12]=[CH:11][C:10]([C:13]3[C:22]4[C:17](=[CH:18][CH:19]=[C:20]([C:23]5[N:25]=[N:26][N:27]([CH3:31])[N:24]=5)[CH:21]=4)[CH:16]=[N:15][CH:14]=3)=[CH:9][CH:8]=2)[CH:4]=[N:3]1. The yield is 0.220.